From a dataset of Forward reaction prediction with 1.9M reactions from USPTO patents (1976-2016). Predict the product of the given reaction. (1) Given the reactants [C:1]([NH:4][C:5]1[CH:13]=[CH:12][C:8]([C:9]([OH:11])=O)=[CH:7][CH:6]=1)(=[O:3])[CH3:2].CN(C=O)C.C(Cl)(=O)C(Cl)=O.[NH2:25][C:26]1[S:30][C:29]([NH:31][C:32]2[CH:41]=[CH:40][C:39]3[C:34](=[CH:35][CH:36]=[CH:37][CH:38]=3)[CH:33]=2)=[N:28][C:27]=1[C:42]([NH2:44])=[O:43], predict the reaction product. The product is: [C:1]([NH:4][C:5]1[CH:6]=[CH:7][C:8]([C:9]([NH:25][C:26]2[S:30][C:29]([NH:31][C:32]3[CH:41]=[CH:40][C:39]4[C:34](=[CH:35][CH:36]=[CH:37][CH:38]=4)[CH:33]=3)=[N:28][C:27]=2[C:42]([NH2:44])=[O:43])=[O:11])=[CH:12][CH:13]=1)(=[O:3])[CH3:2]. (2) Given the reactants C(C1C=C(C(=O)CC(C2C=C(C)C=CN=2)=O)C=C(CC2C=NC=CN=2)C=1)C1C=CC=CC=1.[CH2:33]([C:40]1[CH:41]=[C:42]([Br:53])[CH:43]=[C:44](CC2C=NC=CN=2)[CH:45]=1)[C:34]1[CH:39]=[CH:38][CH:37]=[CH:36][CH:35]=1.[Br-].C(C1C=CC([F:80])=C(C(=O)CC(C2C=C(C)C=CN=2)=O)C=1)C1C=CC=CC=1, predict the reaction product. The product is: [CH2:33]([C:40]1[CH:45]=[CH:44][C:43]([F:80])=[C:42]([Br:53])[CH:41]=1)[C:34]1[CH:39]=[CH:38][CH:37]=[CH:36][CH:35]=1. (3) Given the reactants C1(N)CCCCC1.C1(N)CCCCC1.[N+:15]([CH2:18][C@:19]1([CH2:26][C:27]([OH:29])=[O:28])[CH2:25][C@@H:24]2[C@H:20]1[CH2:21][CH2:22][CH2:23]2)([O-])=O.Cl, predict the reaction product. The product is: [NH2:15][CH2:18][C@:19]1([CH2:26][C:27]([OH:29])=[O:28])[CH2:25][C@@H:24]2[C@H:20]1[CH2:21][CH2:22][CH2:23]2. (4) Given the reactants C([O:3][C:4](=O)[CH2:5][C:6]1[N:7]=[C:8]([NH:21][CH2:22][C:23]2[CH:28]=[CH:27][CH:26]=[CH:25][N:24]=2)[C:9]2[C:14]([C:15]3[CH:20]=[CH:19][CH:18]=[CH:17][CH:16]=3)=[CH:13][S:12][C:10]=2[N:11]=1)C.[H-].C([Al+]CC(C)C)C(C)C, predict the reaction product. The product is: [C:15]1([C:14]2[C:9]3[C:8]([NH:21][CH2:22][C:23]4[CH:28]=[CH:27][CH:26]=[CH:25][N:24]=4)=[N:7][C:6]([CH2:5][CH2:4][OH:3])=[N:11][C:10]=3[S:12][CH:13]=2)[CH:16]=[CH:17][CH:18]=[CH:19][CH:20]=1. (5) Given the reactants B1[CH:6]2[CH2:7][CH2:8][CH2:9][CH:2]1[CH2:3][CH2:4][CH2:5]2.[C:10]([O-:13])([O-])=O.[K+].[K+].[Br:16][C:17]1[CH:18]=[C:19](C=CC=1I)[C:20]([O:22][CH3:23])=[O:21].[NH4+].[Cl-].[CH2:30]1[CH2:34]O[CH2:32][CH2:31]1, predict the reaction product. The product is: [Br:16][C:17]1[CH:18]=[C:19]([CH:2]=[CH:9][C:8]=1[CH2:7][CH2:6][CH2:5][C:4]1[CH:3]=[CH:32][CH:31]=[C:30]([O:13][CH3:10])[CH:34]=1)[C:20]([O:22][CH3:23])=[O:21]. (6) Given the reactants Cl.[C:2]1(/[C:8](/[CH2:38][CH3:39])=[C:9](\[C:25]2[CH:26]=[C:27]3[C:32](=[CH:33][CH:34]=2)[CH:31]=[C:30]([C:35]([OH:37])=[O:36])[CH:29]=[CH:28]3)/[C:10]2[CH:11]=[C:12]3[C:16](=[CH:17][CH:18]=2)[N:15](C2CCCCO2)[N:14]=[CH:13]3)[CH:7]=[CH:6][CH:5]=[CH:4][CH:3]=1.CCO.[OH-].[Li+], predict the reaction product. The product is: [NH:15]1[C:16]2[C:12](=[CH:11][C:10](/[C:9](/[C:25]3[CH:26]=[C:27]4[C:32](=[CH:33][CH:34]=3)[CH:31]=[C:30]([C:35]([OH:37])=[O:36])[CH:29]=[CH:28]4)=[C:8](/[C:2]3[CH:3]=[CH:4][CH:5]=[CH:6][CH:7]=3)\[CH2:38][CH3:39])=[CH:18][CH:17]=2)[CH:13]=[N:14]1.